Dataset: NCI-60 drug combinations with 297,098 pairs across 59 cell lines. Task: Regression. Given two drug SMILES strings and cell line genomic features, predict the synergy score measuring deviation from expected non-interaction effect. (1) Drug 1: C1=CC(=CC=C1CCCC(=O)O)N(CCCl)CCCl. Drug 2: CC12CCC3C(C1CCC2O)C(CC4=C3C=CC(=C4)O)CCCCCCCCCS(=O)CCCC(C(F)(F)F)(F)F. Cell line: HCT-15. Synergy scores: CSS=15.2, Synergy_ZIP=-10.9, Synergy_Bliss=-7.65, Synergy_Loewe=-8.93, Synergy_HSA=-7.11. (2) Drug 1: C1=CC(=C2C(=C1NCCNCCO)C(=O)C3=C(C=CC(=C3C2=O)O)O)NCCNCCO. Drug 2: CC1CCC2CC(C(=CC=CC=CC(CC(C(=O)C(C(C(=CC(C(=O)CC(OC(=O)C3CCCCN3C(=O)C(=O)C1(O2)O)C(C)CC4CCC(C(C4)OC)OCCO)C)C)O)OC)C)C)C)OC. Cell line: OVCAR-4. Synergy scores: CSS=32.2, Synergy_ZIP=-3.88, Synergy_Bliss=-0.970, Synergy_Loewe=4.62, Synergy_HSA=5.85. (3) Drug 1: C1C(C(OC1N2C=C(C(=O)NC2=O)F)CO)O. Drug 2: CC(C)NC(=O)C1=CC=C(C=C1)CNNC.Cl. Cell line: ACHN. Synergy scores: CSS=28.7, Synergy_ZIP=-0.898, Synergy_Bliss=-1.30, Synergy_Loewe=-30.2, Synergy_HSA=-0.945. (4) Drug 1: C1=NC2=C(N1)C(=S)N=C(N2)N. Drug 2: CC(C)(C#N)C1=CC(=CC(=C1)CN2C=NC=N2)C(C)(C)C#N. Cell line: DU-145. Synergy scores: CSS=35.8, Synergy_ZIP=1.25, Synergy_Bliss=0.981, Synergy_Loewe=-0.629, Synergy_HSA=1.74. (5) Drug 1: CC1CCC2CC(C(=CC=CC=CC(CC(C(=O)C(C(C(=CC(C(=O)CC(OC(=O)C3CCCCN3C(=O)C(=O)C1(O2)O)C(C)CC4CCC(C(C4)OC)OCCO)C)C)O)OC)C)C)C)OC. Drug 2: COCCOC1=C(C=C2C(=C1)C(=NC=N2)NC3=CC=CC(=C3)C#C)OCCOC.Cl. Cell line: SN12C. Synergy scores: CSS=22.4, Synergy_ZIP=-8.16, Synergy_Bliss=-2.53, Synergy_Loewe=-11.3, Synergy_HSA=-0.892. (6) Drug 1: CCC1(CC2CC(C3=C(CCN(C2)C1)C4=CC=CC=C4N3)(C5=C(C=C6C(=C5)C78CCN9C7C(C=CC9)(C(C(C8N6C=O)(C(=O)OC)O)OC(=O)C)CC)OC)C(=O)OC)O.OS(=O)(=O)O. Drug 2: CC1=C(C(=O)C2=C(C1=O)N3CC4C(C3(C2COC(=O)N)OC)N4)N. Cell line: A549. Synergy scores: CSS=37.0, Synergy_ZIP=2.75, Synergy_Bliss=1.29, Synergy_Loewe=-12.9, Synergy_HSA=-1.90.